Dataset: Catalyst prediction with 721,799 reactions and 888 catalyst types from USPTO. Task: Predict which catalyst facilitates the given reaction. (1) Reactant: [Cl:1][C:2]1[CH:8]=[C:7]([O:9][C:10]2[C:19]3[C:14](=[CH:15][C:16]([O:22][CH3:23])=[C:17]([O:20][CH3:21])[CH:18]=3)[N:13]=[CH:12][N:11]=2)[CH:6]=[CH:5][C:3]=1[NH2:4].C1(C)C=CC=CC=1.C(N(CC)CC)C.Cl[C:39](Cl)([O:41]C(=O)OC(Cl)(Cl)Cl)Cl.[CH2:50]([O:52][C:53]1[CH:61]=[CH:60][CH:59]=[CH:58][C:54]=1[CH:55]([OH:57])[CH3:56])[CH3:51]. Product: [Cl:1][C:2]1[CH:8]=[C:7]([O:9][C:10]2[C:19]3[C:14](=[CH:15][C:16]([O:22][CH3:23])=[C:17]([O:20][CH3:21])[CH:18]=3)[N:13]=[CH:12][N:11]=2)[CH:6]=[CH:5][C:3]=1[NH:4][C:39](=[O:41])[O:57][CH:55]([C:54]1[CH:58]=[CH:59][CH:60]=[CH:61][C:53]=1[O:52][CH2:50][CH3:51])[CH3:56]. The catalyst class is: 2. (2) Reactant: [F:1][C:2]1[CH:7]=[CH:6][CH:5]=[CH:4][C:3]=1[CH2:8][CH2:9][CH2:10][CH:11]=[O:12].CC(=CC)C.O.O.P([O-])(O)(O)=[O:21].[Na+].Cl([O-])=O.[Na+]. Product: [F:1][C:2]1[CH:7]=[CH:6][CH:5]=[CH:4][C:3]=1[CH2:8][CH2:9][CH2:10][C:11]([OH:21])=[O:12]. The catalyst class is: 878. (3) Reactant: Br[CH2:2][CH2:3][CH2:4][CH2:5][Cl:6].[F:7][C:8]1[CH:22]=[CH:21][C:11]2[C:12]([CH:15]3[CH2:20][CH2:19][NH:18][CH2:17][CH2:16]3)=[N:13][O:14][C:10]=2[CH:9]=1.C(=O)([O-])[O-].[K+].[K+]. Product: [Cl:6][CH2:5][CH2:4][CH2:3][CH2:2][N:18]1[CH2:17][CH2:16][CH:15]([C:12]2[C:11]3[CH:21]=[CH:22][C:8]([F:7])=[CH:9][C:10]=3[O:14][N:13]=2)[CH2:20][CH2:19]1. The catalyst class is: 3. (4) Reactant: [C:1](=O)([O:43]C1C=CC([N+]([O-])=O)=CC=1)[O:2][C:3]1[CH:8]=[CH:7][C:6]([CH2:9][C@H:10]([NH:31][C:32]([O:34][C@@H:35]2[C@H:42]3[C@H:38]([O:39][CH2:40][CH2:41]3)[O:37][CH2:36]2)=[O:33])[C@H:11]([OH:30])[CH2:12][N:13]([S:18]([C:21]2[CH:29]=[CH:28][C:24]3[O:25][CH2:26][O:27][C:23]=3[CH:22]=2)(=[O:20])=[O:19])[CH2:14][CH:15]([CH3:17])[CH3:16])=[CH:5][CH:4]=1.[CH3:54][NH:55][CH3:56].O1CCCC1.C(OCC)(=O)C. Product: [O:25]1[C:24]2[CH:28]=[CH:29][C:21]([S:18]([N:13]([CH2:14][CH:15]([CH3:16])[CH3:17])[CH2:12][C@@H:11]([OH:30])[C@@H:10]([NH:31][C:32](=[O:33])[O:34][C@@H:35]3[C@H:42]4[C@H:38]([O:39][CH2:40][CH2:41]4)[O:37][CH2:36]3)[CH2:9][C:6]3[CH:7]=[CH:8][C:3]([O:2][C:1]([N:55]([CH3:56])[CH3:54])=[O:43])=[CH:4][CH:5]=3)(=[O:20])=[O:19])=[CH:22][C:23]=2[O:27][CH2:26]1. The catalyst class is: 7. (5) Reactant: [NH2:1][CH:2]([C:5]1[CH:17]=[CH:16][C:8]([C:9]([O:11][C:12]([CH3:15])([CH3:14])[CH3:13])=[O:10])=[C:7]([N+:18]([O-:20])=[O:19])[CH:6]=1)[CH2:3][CH3:4].[C:21]([OH:30])(=[O:29])[C@H:22]([C@@H:24]([C:26]([OH:28])=[O:27])[OH:25])[OH:23]. Product: [C:21]([OH:30])(=[O:29])[C@H:22]([C@@H:24]([C:26]([OH:28])=[O:27])[OH:25])[OH:23].[NH2:1][C@@H:2]([C:5]1[CH:17]=[CH:16][C:8]([C:9]([O:11][C:12]([CH3:14])([CH3:15])[CH3:13])=[O:10])=[C:7]([N+:18]([O-:20])=[O:19])[CH:6]=1)[CH2:3][CH3:4]. The catalyst class is: 5. (6) Reactant: [C:1]([OH:7])([C:3]([F:6])([F:5])[F:4])=[O:2].[CH2:8]([O:15][N:16]1[C:22](=[O:23])[N:21]2[CH2:24][C@H:17]1[CH2:18][CH2:19][C@H:20]2[C:25]1[O:29][C:28]([CH2:30][CH2:31][NH:32]C(=O)OC(C)(C)C)=[N:27][N:26]=1)[C:9]1[CH:14]=[CH:13][CH:12]=[CH:11][CH:10]=1. Product: [OH:7][C:1]([C:3]([F:6])([F:5])[F:4])=[O:2].[NH2:32][CH2:31][CH2:30][C:28]1[O:29][C:25]([C@@H:20]2[CH2:19][CH2:18][C@@H:17]3[CH2:24][N:21]2[C:22](=[O:23])[N:16]3[O:15][CH2:8][C:9]2[CH:14]=[CH:13][CH:12]=[CH:11][CH:10]=2)=[N:26][N:27]=1. The catalyst class is: 2.